Dataset: Experimentally validated miRNA-target interactions with 360,000+ pairs, plus equal number of negative samples. Task: Binary Classification. Given a miRNA mature sequence and a target amino acid sequence, predict their likelihood of interaction. (1) The protein sequence of the target gene is MEIPAPEPEKTALSSQDPALSLKENLEDISGWGLPEARSKESVSFKDVAVDFTQEEWGQLDSPQRALYRDVMLENYQNLLALGPPLHKPDVISHLERGEEPWSMQREVPRGPCPEWELKAVPSQQQGICKEEPAQEPIMERPLGGAQAWGRQAGALQRSQAAPWAPAPAMVWDVPVEEFPLRCPLFAQQRVPEGGPLLDTRKNVQATEGRTKAPARLCAGENASTPSEPEKFPQVRRQRGAGAGEGEFVCGECGKAFRQSSSLTLHRRWHSREKAYKCDECGKAFTWSTNLLEHRRIHTG.... Result: 0 (no interaction). The miRNA is mmu-miR-20b-5p with sequence CAAAGUGCUCAUAGUGCAGGUAG. (2) The miRNA is hsa-miR-378e with sequence ACUGGACUUGGAGUCAGGA. The protein sequence of the target gene is MTANRDAALSSHRHPGCAQRPRTPTFASSSQRRSAFGFDDGNFPGLGERSHAPGSRLGARRRAKTARGLRGHRQRGAGAGLSRPGSARAPSPPRPGGPENPGGVLSVELPGLLAQLARSFALLLPVYALGYLGLSFSWVLLALALLAWCRRSRGLKALRLCRALALLEDEERVVRLGVRACDLPAWVHFPDTERAEWLNKTVKHMWPFICQFIEKLFRETIEPAVRGANTHLSTFSFTKVDVGQQPLRINGVKVYTENVDKRQIILDLQISFVGNCEIDLEIKRYFCRAGVKSIQIHGTM.... Result: 1 (interaction).